Dataset: NCI-60 drug combinations with 297,098 pairs across 59 cell lines. Task: Regression. Given two drug SMILES strings and cell line genomic features, predict the synergy score measuring deviation from expected non-interaction effect. (1) Drug 1: CC1C(C(CC(O1)OC2CC(CC3=C2C(=C4C(=C3O)C(=O)C5=C(C4=O)C(=CC=C5)OC)O)(C(=O)CO)O)N)O.Cl. Drug 2: C1=NC2=C(N1)C(=S)N=CN2. Cell line: MDA-MB-231. Synergy scores: CSS=39.7, Synergy_ZIP=-4.47, Synergy_Bliss=5.26, Synergy_Loewe=-4.47, Synergy_HSA=6.89. (2) Drug 1: C1CC(=O)NC(=O)C1N2CC3=C(C2=O)C=CC=C3N. Drug 2: C1CNP(=O)(OC1)N(CCCl)CCCl. Cell line: 786-0. Synergy scores: CSS=1.27, Synergy_ZIP=-0.202, Synergy_Bliss=0.108, Synergy_Loewe=-2.07, Synergy_HSA=-1.94. (3) Drug 1: C1=CC(=CC=C1CCC2=CNC3=C2C(=O)NC(=N3)N)C(=O)NC(CCC(=O)O)C(=O)O. Drug 2: C1CC(=O)NC(=O)C1N2C(=O)C3=CC=CC=C3C2=O. Cell line: HOP-62. Synergy scores: CSS=29.5, Synergy_ZIP=-5.52, Synergy_Bliss=0.948, Synergy_Loewe=-38.9, Synergy_HSA=2.31. (4) Drug 1: CC1C(C(CC(O1)OC2CC(CC3=C2C(=C4C(=C3O)C(=O)C5=C(C4=O)C(=CC=C5)OC)O)(C(=O)CO)O)N)O.Cl. Drug 2: CC12CCC3C(C1CCC2OP(=O)(O)O)CCC4=C3C=CC(=C4)OC(=O)N(CCCl)CCCl.[Na+]. Cell line: OVCAR-8. Synergy scores: CSS=-2.44, Synergy_ZIP=-1.73, Synergy_Bliss=-4.96, Synergy_Loewe=-4.76, Synergy_HSA=-4.68.